Dataset: Full USPTO retrosynthesis dataset with 1.9M reactions from patents (1976-2016). Task: Predict the reactants needed to synthesize the given product. (1) Given the product [Cl:18][C:4]1[CH:5]=[C:6]([N:8]([CH3:17])[C:9]2[CH:14]=[CH:13][N:12]=[C:11]([S:15][CH3:16])[N:10]=2)[CH:7]=[C:2]([C:19]2[CH:24]=[CH:23][CH:22]=[CH:21][CH:20]=2)[N:3]=1, predict the reactants needed to synthesize it. The reactants are: Cl[C:2]1[CH:7]=[C:6]([N:8]([CH3:17])[C:9]2[CH:14]=[CH:13][N:12]=[C:11]([S:15][CH3:16])[N:10]=2)[CH:5]=[C:4]([Cl:18])[N:3]=1.[C:19]1(B(O)O)[CH:24]=[CH:23][CH:22]=[CH:21][CH:20]=1.C([O-])([O-])=O.[Cs+].[Cs+].C1COCC1. (2) The reactants are: Br[C:2]1[CH:3]=[C:4]([S:8]([N:11]2[CH2:20][CH2:19][C:18]3[C@:13]([CH2:31][O:32][CH3:33])([CH2:14][C:15]4[CH:23]=[N:22][N:21]([C:24]5[CH:29]=[CH:28][C:27]([F:30])=[CH:26][CH:25]=5)[C:16]=4[CH:17]=3)[CH2:12]2)(=[O:10])=[O:9])[CH:5]=[N:6][CH:7]=1.Cl.[F:35][C@@H:36]1[CH2:40][CH2:39][NH:38][CH2:37]1. Given the product [F:30][C:27]1[CH:28]=[CH:29][C:24]([N:21]2[C:16]3[CH:17]=[C:18]4[C@:13]([CH2:31][O:32][CH3:33])([CH2:14][C:15]=3[CH:23]=[N:22]2)[CH2:12][N:11]([S:8]([C:4]2[CH:5]=[N:6][CH:7]=[C:2]([N:38]3[CH2:39][CH2:40][C@@H:36]([F:35])[CH2:37]3)[CH:3]=2)(=[O:10])=[O:9])[CH2:20][CH2:19]4)=[CH:25][CH:26]=1, predict the reactants needed to synthesize it. (3) Given the product [CH3:18][C:17]1[O:16][N:15]=[C:14]([C:19]2[CH:20]=[CH:21][CH:22]=[CH:23][CH:24]=2)[C:13]=1[CH2:12][O:11][C:8]1[N:7]=[N:6][C:5]([C:3]([OH:4])=[O:2])=[CH:10][CH:9]=1, predict the reactants needed to synthesize it. The reactants are: C[O:2][C:3]([C:5]1[N:6]=[N:7][C:8]([O:11][CH2:12][C:13]2[C:14]([C:19]3[CH:24]=[CH:23][CH:22]=[CH:21][CH:20]=3)=[N:15][O:16][C:17]=2[CH3:18])=[CH:9][CH:10]=1)=[O:4].COC(=O)C1C=CC(OCC2C(CCCC)=NOC=2C)=NC=1.